From a dataset of Catalyst prediction with 721,799 reactions and 888 catalyst types from USPTO. Predict which catalyst facilitates the given reaction. (1) Reactant: [Br:1][C:2]1[CH:7]=[CH:6][C:5]([C:8]([CH3:12])([CH3:11])[CH:9]=[O:10])=[C:4]([F:13])[CH:3]=1.[BH4-].[Na+]. Product: [Br:1][C:2]1[CH:7]=[CH:6][C:5]([C:8]([CH3:11])([CH3:12])[CH2:9][OH:10])=[C:4]([F:13])[CH:3]=1. The catalyst class is: 24. (2) Reactant: [CH3:1][NH:2][C:3]1[N:4]([CH2:37][C:38]([F:41])([F:40])[F:39])[C:5](=[O:36])[C:6]2[C:11]([C:12]3[CH:17]=[CH:16][CH:15]=[CH:14][CH:13]=3)=[C:10]([C:18]3[CH:23]=[CH:22][C:21]([C:24]4([NH:28]C(=O)OC(C)(C)C)[CH2:27][CH2:26][CH2:25]4)=[CH:20][CH:19]=3)[O:9][C:7]=2[N:8]=1. Product: [NH2:28][C:24]1([C:21]2[CH:22]=[CH:23][C:18]([C:10]3[O:9][C:7]4[N:8]=[C:3]([NH:2][CH3:1])[N:4]([CH2:37][C:38]([F:41])([F:39])[F:40])[C:5](=[O:36])[C:6]=4[C:11]=3[C:12]3[CH:13]=[CH:14][CH:15]=[CH:16][CH:17]=3)=[CH:19][CH:20]=2)[CH2:25][CH2:26][CH2:27]1. The catalyst class is: 2.